From a dataset of Reaction yield outcomes from USPTO patents with 853,638 reactions. Predict the reaction yield, written as a fraction of the theoretical maximum amount of product (1.0 means a 100% yield; for example, 0.34 means a 34% yield). The reactants are Br[CH:2]=[C:3]1[C:9]2[CH:10]=[CH:11][CH:12]=[C:13]([Cl:14])[C:8]=2[CH2:7][CH2:6][C:5]2[CH:15]=[CH:16][CH:17]=[CH:18][C:4]1=2.[CH3:19][S:20]([NH:23][C:24]1[CH:29]=[CH:28][C:27](B(O)O)=[CH:26][CH:25]=1)(=[O:22])=[O:21]. No catalyst specified. The product is [Cl:14][C:13]1[C:8]2[CH2:7][CH2:6][C:5]3[CH:15]=[CH:16][CH:17]=[CH:18][C:4]=3[C:3](=[CH:2][C:27]3[CH:28]=[CH:29][C:24]([NH:23][S:20]([CH3:19])(=[O:22])=[O:21])=[CH:25][CH:26]=3)[C:9]=2[CH:10]=[CH:11][CH:12]=1. The yield is 0.430.